From a dataset of Forward reaction prediction with 1.9M reactions from USPTO patents (1976-2016). Predict the product of the given reaction. (1) The product is: [CH3:13][O:14][C:15]1[CH:41]=[CH:40][C:18]2[N:19]=[C:20]([NH:22][C:23]3[CH:28]=[C:27]([CH2:29][C:30]4[CH:35]=[CH:34][CH:33]=[CH:32][CH:31]=4)[N:26]=[C:25]([NH:1][C:2]4[CH:3]=[CH:4][C:5]([CH2:8][CH2:9][C:10]([OH:12])=[O:11])=[CH:6][CH:7]=4)[N:24]=3)[S:21][C:17]=2[CH:16]=1. Given the reactants [NH2:1][C:2]1[CH:7]=[CH:6][C:5]([CH2:8][CH2:9][C:10]([OH:12])=[O:11])=[CH:4][CH:3]=1.[CH3:13][O:14][C:15]1[CH:41]=[CH:40][C:18]2[N:19]=[C:20]([NH:22][C:23]3[CH:28]=[C:27]([CH2:29][C:30]4[CH:35]=[CH:34][CH:33]=[CH:32][CH:31]=4)[N:26]=[C:25](S(C)(=O)=O)[N:24]=3)[S:21][C:17]=2[CH:16]=1, predict the reaction product. (2) Given the reactants [CH3:16][C:11]1([CH3:17])[C:12]([CH3:15])([CH3:14])[O:13][B:9]([B:9]2[O:13][C:12]([CH3:15])([CH3:14])[C:11]([CH3:17])([CH3:16])[O:10]2)[O:10]1.Br[C:20]1[CH:25]=[CH:24][C:23]([N:26]2[N:30]=[N:29][CH:28]=[N:27]2)=[CH:22][CH:21]=1.C([O-])(=O)C.[K+], predict the reaction product. The product is: [CH3:15][C:12]1([CH3:14])[C:11]([CH3:16])([CH3:17])[O:10][B:9]([C:20]2[CH:25]=[CH:24][C:23]([N:26]3[N:30]=[N:29][CH:28]=[N:27]3)=[CH:22][CH:21]=2)[O:13]1. (3) Given the reactants [C:1]([C:5]1[N:10]=[CH:9][C:8]([C:11]2[N:12]([C:32]([N:34]3[CH2:39][CH2:38][CH:37]([CH2:40][C:41](O)=[O:42])[CH2:36][CH2:35]3)=[O:33])[C@@:13]([C:25]3[CH:30]=[CH:29][C:28]([Cl:31])=[CH:27][CH:26]=3)([CH3:24])[C@@:14]([C:17]3[CH:22]=[CH:21][C:20]([Cl:23])=[CH:19][CH:18]=3)([CH3:16])[N:15]=2)=[C:7]([O:44][CH2:45][CH3:46])[CH:6]=1)([CH3:4])([CH3:3])[CH3:2].[CH:47]([C:50]1[CH:51]=[C:52]([CH:54]=[CH:55][CH:56]=1)[NH2:53])([CH3:49])[CH3:48], predict the reaction product. The product is: [C:1]([C:5]1[N:10]=[CH:9][C:8]([C:11]2[N:12]([C:32]([N:34]3[CH2:39][CH2:38][CH:37]([CH2:40][C:41]([NH:53][C:52]4[CH:54]=[CH:55][CH:56]=[C:50]([CH:47]([CH3:49])[CH3:48])[CH:51]=4)=[O:42])[CH2:36][CH2:35]3)=[O:33])[C@@:13]([C:25]3[CH:30]=[CH:29][C:28]([Cl:31])=[CH:27][CH:26]=3)([CH3:24])[C@@:14]([C:17]3[CH:18]=[CH:19][C:20]([Cl:23])=[CH:21][CH:22]=3)([CH3:16])[N:15]=2)=[C:7]([O:44][CH2:45][CH3:46])[CH:6]=1)([CH3:2])([CH3:3])[CH3:4]. (4) Given the reactants [F:1][C:2]1[CH:7]=[CH:6][C:5]([N:8]2[C:17]3[C:12](=[N:13][CH:14]=[C:15]([CH2:18][C:19]4[CH:24]=[CH:23][C:22]([F:25])=[CH:21][CH:20]=4)[CH:16]=3)[C:11]([OH:26])=[C:10]([C:27]([O:29]CC)=O)[C:9]2=[O:32])=[CH:4][CH:3]=1.[CH3:33][NH2:34], predict the reaction product. The product is: [F:1][C:2]1[CH:3]=[CH:4][C:5]([N:8]2[C:17]3[C:12](=[N:13][CH:14]=[C:15]([CH2:18][C:19]4[CH:24]=[CH:23][C:22]([F:25])=[CH:21][CH:20]=4)[CH:16]=3)[C:11]([OH:26])=[C:10]([C:27]([NH:34][CH3:33])=[O:29])[C:9]2=[O:32])=[CH:6][CH:7]=1. (5) Given the reactants O[CH2:2][CH:3]1[CH2:8][CH2:7][N:6]([C:9](=[O:13])[S:10][CH2:11][CH3:12])[CH2:5][CH2:4]1.C1(P(C2C=CC=CC=2)C2C=CC=CC=2)C=CC=CC=1.[Br:33]N1C(=O)CCC1=O, predict the reaction product. The product is: [Br:33][CH2:2][CH:3]1[CH2:8][CH2:7][N:6]([C:9](=[O:13])[S:10][CH2:11][CH3:12])[CH2:5][CH2:4]1. (6) Given the reactants [F:1][CH2:2][C:3]([NH:5][NH:6][C:7]1[C:12]([CH3:13])=[CH:11][C:10]([N+:14]([O-:16])=[O:15])=[CH:9][N:8]=1)=O.O=P(Cl)(Cl)Cl, predict the reaction product. The product is: [F:1][CH2:2][C:3]1[N:8]2[CH:9]=[C:10]([N+:14]([O-:16])=[O:15])[CH:11]=[C:12]([CH3:13])[C:7]2=[N:6][N:5]=1. (7) The product is: [CH3:32][O:31][C:29]([NH:2][C@H:3]1[CH2:7][CH2:6][N:5]([C:8]2[CH:13]=[CH:12][C:11]([N:14]3[CH2:18][C@H:17]([CH2:19][O:20][C:21]4[CH:25]=[CH:24][O:23][N:22]=4)[O:16][C:15]3=[O:26])=[CH:10][C:9]=2[F:27])[CH2:4]1)=[O:30]. Given the reactants Cl.[NH2:2][C@H:3]1[CH2:7][CH2:6][N:5]([C:8]2[CH:13]=[CH:12][C:11]([N:14]3[CH2:18][C@H:17]([CH2:19][O:20][C:21]4[CH:25]=[CH:24][O:23][N:22]=4)[O:16][C:15]3=[O:26])=[CH:10][C:9]=2[F:27])[CH2:4]1.Cl[C:29]([O:31][CH3:32])=[O:30].CCCC(C)C, predict the reaction product. (8) Given the reactants [Br:1][C:2]1[C:18]([CH3:19])=[CH:17][C:5]([O:6][CH2:7][CH2:8][NH:9]C(=O)OC(C)(C)C)=[CH:4][C:3]=1[CH3:20].FC(F)(F)C(O)=O.C([O-])([O-])=O.[K+].[K+], predict the reaction product. The product is: [Br:1][C:2]1[C:18]([CH3:19])=[CH:17][C:5]([O:6][CH2:7][CH2:8][NH2:9])=[CH:4][C:3]=1[CH3:20].